From a dataset of Reaction yield outcomes from USPTO patents with 853,638 reactions. Predict the reaction yield, written as a fraction of the theoretical maximum amount of product (1.0 means a 100% yield; for example, 0.34 means a 34% yield). (1) The yield is 0.810. The reactants are [CH3:1][C@H:2]1[C@@H:13]2[CH2:14][CH2:15][CH2:16][N:12]2[C:11](=[O:17])[C@H:10]([CH2:18][C:19]([O:21]C(C)(C)C)=O)[CH2:9][CH:8]=[CH:7][CH2:6][CH2:5][C:4](=[O:26])[O:3]1.FC(F)(F)C(O)=O.C[C@H]1[C@@H]2CCCN2C(=O)[C@H](CC(O)=O)CC=CCCC(=O)O1.[Cl:56][C:57]1[CH:62]=[CH:61][C:60]([CH2:63][NH2:64])=[CH:59][CH:58]=1. The catalyst is C(Cl)Cl.CO.C(Cl)Cl. The product is [Cl:56][C:57]1[CH:62]=[CH:61][C:60]([CH2:63][NH:64][C:19](=[O:21])[CH2:18][C@@H:10]2[CH2:9][CH:8]=[CH:7][CH2:6][CH2:5][C:4](=[O:26])[O:3][C@@H:2]([CH3:1])[C@@H:13]3[CH2:14][CH2:15][CH2:16][N:12]3[C:11]2=[O:17])=[CH:59][CH:58]=1. (2) The reactants are [N:1]1([CH:7]([C:11]2[S:12][CH:13]=[CH:14][CH:15]=2)[C:8]([OH:10])=[O:9])[CH2:6][CH2:5][CH2:4][CH2:3][CH2:2]1.C1CCC(N=C=NC2CCCCC2)CC1.C1C=CC2N(O)N=NC=2C=1.[N:41]12[CH2:48][CH2:47][CH:44]([CH2:45][CH2:46]1)[C@@H:43](O)[CH2:42]2. The catalyst is C1COCC1. The product is [N:1]1([CH:7]([C:11]2[S:12][CH:13]=[CH:14][CH:15]=2)[C:8]([O:10][C@@H:43]2[CH:44]3[CH2:47][CH2:48][N:41]([CH2:46][CH2:45]3)[CH2:42]2)=[O:9])[CH2:6][CH2:5][CH2:4][CH2:3][CH2:2]1. The yield is 0.356. (3) The reactants are [N:1]1([CH2:15][C:16]2[N:17]=[C:18]3[CH:23]=[CH:22][CH:21]=[C:20]([N:24]4[CH2:29][CH2:28][CH:27]([NH:30]C(=O)OC(C)(C)C)[CH2:26][CH2:25]4)[N:19]3[CH:38]=2)[C@H:14]2[C@H:5]([CH2:6][CH2:7][C:8]3[C:13]2=[N:12][CH:11]=[CH:10][CH:9]=3)[CH2:4][CH2:3][CH2:2]1.FC(F)(F)C(O)=O. The catalyst is ClCCl. The product is [N:1]1([CH2:15][C:16]2[N:17]=[C:18]3[CH:23]=[CH:22][CH:21]=[C:20]([N:24]4[CH2:25][CH2:26][CH:27]([NH2:30])[CH2:28][CH2:29]4)[N:19]3[CH:38]=2)[C@H:14]2[C@H:5]([CH2:6][CH2:7][C:8]3[C:13]2=[N:12][CH:11]=[CH:10][CH:9]=3)[CH2:4][CH2:3][CH2:2]1. The yield is 0.960. (4) The reactants are [Cl:1][C:2]1[C:3]([F:39])=[C:4]([C@@H:8]2[C@:12]([C:15]3[CH:20]=[CH:19][C:18]([Cl:21])=[CH:17][C:16]=3[F:22])([C:13]#[N:14])[C@H:11]([CH2:23][C:24]([CH3:27])([CH3:26])[CH3:25])[NH:10][C@H:9]2[C:28]([NH:30][C:31]2[O:35][C:34]([C:36](O)=[O:37])=[CH:33][CH:32]=2)=[O:29])[CH:5]=[CH:6][CH:7]=1.[NH4+].[Cl-].CC[N:44]=C=NCCCN(C)C.C1C=CC2N(O)N=NC=2C=1.CCN(CC)CC. The catalyst is CN(C)C=O. The product is [Cl:1][C:2]1[C:3]([F:39])=[C:4]([C@@H:8]2[C@:12]([C:15]3[CH:20]=[CH:19][C:18]([Cl:21])=[CH:17][C:16]=3[F:22])([C:13]#[N:14])[C@H:11]([CH2:23][C:24]([CH3:27])([CH3:25])[CH3:26])[NH:10][C@H:9]2[C:28]([NH:30][C:31]2[O:35][C:34]([C:36]([NH2:44])=[O:37])=[CH:33][CH:32]=2)=[O:29])[CH:5]=[CH:6][CH:7]=1. The yield is 0.500.